From a dataset of Peptide-MHC class II binding affinity with 134,281 pairs from IEDB. Regression. Given a peptide amino acid sequence and an MHC pseudo amino acid sequence, predict their binding affinity value. This is MHC class II binding data. (1) The peptide sequence is GAVSFWMCSNGSLQFRI. The MHC is DRB1_0701 with pseudo-sequence DRB1_0701. The binding affinity (normalized) is 0.486. (2) The peptide sequence is APEVKYTVFETALKK. The MHC is DRB3_0202 with pseudo-sequence DRB3_0202. The binding affinity (normalized) is 0.229. (3) The peptide sequence is DLKYTYAFTKKVK. The MHC is HLA-DPA10301-DPB10402 with pseudo-sequence HLA-DPA10301-DPB10402. The binding affinity (normalized) is 0.325.